Dataset: Full USPTO retrosynthesis dataset with 1.9M reactions from patents (1976-2016). Task: Predict the reactants needed to synthesize the given product. (1) Given the product [Br:1][C:2]1[C:3]([N:42]([CH2:47][CH3:46])[CH2:41][C@H:31]2[CH2:36][CH2:35][C@H:34]([CH2:54][CH2:48][O:51][CH:30]3[CH2:29][CH2:28][CH2:27][CH2:26][O:25]3)[CH2:33][CH2:32]2)=[N:4][CH:5]=[C:6]([C:8]([F:9])([F:10])[F:11])[CH:7]=1, predict the reactants needed to synthesize it. The reactants are: [Br:1][C:2]1[C:3](CCNC[C@H]2CC[C@H](CCO)CC2)=[N:4][CH:5]=[C:6]([C:8]([F:11])([F:10])[F:9])[CH:7]=1.[O:25]1[CH:30]=[CH:29][CH2:28][CH2:27][CH2:26]1.[C:31]1([CH3:41])[CH:36]=[CH:35][C:34](S([O-])(=O)=O)=[CH:33][CH:32]=1.[NH+:42]1[CH:47]=[CH:46]C=CC=1.[C:48](=[O:51])(O)[O-].[Na+].Cl[CH2:54]Cl. (2) Given the product [CH2:1]([O:3][C:4](=[O:21])[CH2:5][C:6]1[NH:8][C:9]2[CH:14]=[CH:13][C:12]([O:15][CH3:16])=[CH:11][C:10]=2[S:17](=[O:20])(=[O:19])[N:18]=1)[CH3:2], predict the reactants needed to synthesize it. The reactants are: [CH2:1]([O:3][C:4](=[O:21])[CH2:5][C:6]([NH:8][C:9]1[CH:14]=[CH:13][C:12]([O:15][CH3:16])=[CH:11][C:10]=1[S:17](=[O:20])(=[O:19])[NH2:18])=O)[CH3:2].P(Cl)(Cl)(Cl)=O.